This data is from Full USPTO retrosynthesis dataset with 1.9M reactions from patents (1976-2016). The task is: Predict the reactants needed to synthesize the given product. (1) Given the product [CH2:1]([O:8][C:9]1[CH:10]=[C:11]([CH:18]2[CH2:22][C:21]3([CH2:23][CH2:24][N:25]([C:28]([O:30][C:31]([CH3:34])([CH3:33])[CH3:32])=[O:29])[CH2:26][CH2:27]3)[O:20][CH2:19]2)[CH:12]=[CH:13][CH:14]=1)[C:2]1[CH:7]=[CH:6][CH:5]=[CH:4][CH:3]=1, predict the reactants needed to synthesize it. The reactants are: [CH2:1]([O:8][C:9]1[CH:10]=[C:11]([Mg]Br)[CH:12]=[CH:13][CH:14]=1)[C:2]1[CH:7]=[CH:6][CH:5]=[CH:4][CH:3]=1.Br[CH:18]1[CH2:22][C:21]2([CH2:27][CH2:26][N:25]([C:28]([O:30][C:31]([CH3:34])([CH3:33])[CH3:32])=[O:29])[CH2:24][CH2:23]2)[O:20][CH2:19]1.CN(CCN(C)C)C.CO. (2) Given the product [CH2:13]([N:20]1[CH2:24][CH2:25][C:8]([C:5]2[CH:6]=[CH:7][N:2]=[CH:3][CH:4]=2)([C:9]#[N:10])[CH2:22][CH2:21]1)[C:14]1[CH:19]=[CH:18][CH:17]=[CH:16][CH:15]=1, predict the reactants needed to synthesize it. The reactants are: Cl.[N:2]1[CH:7]=[CH:6][C:5]([CH2:8][C:9]#[N:10])=[CH:4][CH:3]=1.[OH-].[K+].[CH2:13]([N:20]([CH2:24][CH2:25]Cl)[CH2:21][CH2:22]Cl)[C:14]1[CH:19]=[CH:18][CH:17]=[CH:16][CH:15]=1.C1OCCOCCOCCOCCOCCOC1. (3) Given the product [OH:10][C@H:8]1[CH2:7][N:3]2[CH2:4][CH2:5][N:6]([C:23]([C:22]3[CH:26]=[CH:27][CH:28]=[C:20]([C:19]([F:18])([F:29])[F:30])[CH:21]=3)=[O:24])[CH2:1][C@@H:2]2[CH2:9]1, predict the reactants needed to synthesize it. The reactants are: [CH2:1]1[NH:6][CH2:5][CH2:4][N:3]2[CH2:7][C@H:8]([OH:10])[CH2:9][C@@H:2]12.C(N(CC)CC)C.[F:18][C:19]([F:30])([F:29])[C:20]1[CH:21]=[C:22]([CH:26]=[CH:27][CH:28]=1)[C:23](Cl)=[O:24]. (4) Given the product [Br:1][C:2]1[CH:3]=[C:4]([CH:8]=[C:9]([N+:11]([O-:13])=[O:12])[CH:10]=1)[C:5]([NH:17][CH:15]([CH3:16])[CH3:14])=[O:7], predict the reactants needed to synthesize it. The reactants are: [Br:1][C:2]1[CH:3]=[C:4]([CH:8]=[C:9]([N+:11]([O-:13])=[O:12])[CH:10]=1)[C:5]([OH:7])=O.[CH3:14][CH:15]([NH2:17])[CH3:16].CCN(C(C)C)C(C)C.CN(C(ON1N=NC2C=CC=NC1=2)=[N+](C)C)C.F[P-](F)(F)(F)(F)F. (5) Given the product [F:25][CH:23]([F:24])[C:15]1[N:14]([C:4]2[N:3]=[C:2]([N:33]3[CH2:34][CH2:35][CH:30]([CH2:29][CH2:28][N:27]([CH3:26])[CH3:36])[CH2:31][CH2:32]3)[CH:7]=[C:6]([N:8]3[CH2:13][CH2:12][O:11][CH2:10][CH2:9]3)[N:5]=2)[C:18]2[CH:19]=[CH:20][CH:21]=[CH:22][C:17]=2[N:16]=1, predict the reactants needed to synthesize it. The reactants are: Cl[C:2]1[CH:7]=[C:6]([N:8]2[CH2:13][CH2:12][O:11][CH2:10][CH2:9]2)[N:5]=[C:4]([N:14]2[C:18]3[CH:19]=[CH:20][CH:21]=[CH:22][C:17]=3[N:16]=[C:15]2[CH:23]([F:25])[F:24])[N:3]=1.[CH3:26][N:27]([CH3:36])[CH2:28][CH2:29][CH:30]1[CH2:35][CH2:34][NH:33][CH2:32][CH2:31]1.C(=O)([O-])[O-].[Na+].[Na+]. (6) Given the product [CH3:26][O:25][C:22](=[O:24])[C:2]1[CH:7]=[C:6]([F:8])[C:5]([CH3:9])=[CH:4][C:3]=1[Cl:10], predict the reactants needed to synthesize it. The reactants are: Br[C:2]1[CH:7]=[C:6]([F:8])[C:5]([CH3:9])=[CH:4][C:3]=1[Cl:10].C(N(CC)C(C)C)(C)C.CO.[C:22]([O:25][CH2:26]C)(=[O:24])C.